This data is from Retrosynthesis with 50K atom-mapped reactions and 10 reaction types from USPTO. The task is: Predict the reactants needed to synthesize the given product. (1) The reactants are: CCN(CC)C(=O)c1ccc2c(c1)Oc1c(OC)cccc1N2C1CCN(Cc2ccccc2)CC1. Given the product CCN(CC)C(=O)c1ccc2c(c1)Oc1c(O)cccc1N2C1CCN(Cc2ccccc2)CC1, predict the reactants needed to synthesize it. (2) Given the product COC(=O)c1ccc(C=Nc2cnc(-n3cc(C(F)(F)F)cn3)c(C)c2)nc1, predict the reactants needed to synthesize it. The reactants are: COC(=O)c1ccc(C=O)nc1.Cc1cc(N)cnc1-n1cc(C(F)(F)F)cn1. (3) The reactants are: BrCC1CC1.O=S(=O)(c1cccc(Br)c1)N1CCC2=Cc3c(cnn3-c3ccc(F)cc3)C[C@]2(CO)C1. Given the product O=S(=O)(c1cccc(Br)c1)N1CCC2=Cc3c(cnn3-c3ccc(F)cc3)C[C@]2(COCC2CC2)C1, predict the reactants needed to synthesize it. (4) Given the product Cc1ccn2ncc(-c3nc(N[C@@H]4CCCC[C@@H]4NC(=O)OC(C)(C)C)c(F)c4c3C(=O)N(C(=O)OC(C)(C)C)C4)c2c1, predict the reactants needed to synthesize it. The reactants are: CC(C)(C)OC(=O)N[C@H]1CCCC[C@H]1Nc1nc(Cl)c2c(c1F)CN(C(=O)OC(C)(C)C)C2=O.Cc1ccn2ncc(B3OC(C)(C)C(C)(C)O3)c2c1.